From a dataset of Forward reaction prediction with 1.9M reactions from USPTO patents (1976-2016). Predict the product of the given reaction. (1) Given the reactants [Br:1][C:2]1[N:7]=[CH:6][C:5]([NH:8][CH3:9])=[C:4]([NH2:10])[CH:3]=1.[CH2:11]([S:13]([C:16]1[C:17]([C:26]([OH:28])=O)=[N:18][CH:19]=[C:20]([C:22]([F:25])([F:24])[F:23])[CH:21]=1)(=[O:15])=[O:14])[CH3:12].CN(C(ON1N=NC2C=CC=NC1=2)=[N+](C)C)C.F[P-](F)(F)(F)(F)F.CCN(C(C)C)C(C)C, predict the reaction product. The product is: [NH2:10][C:4]1[CH:3]=[C:2]([Br:1])[N:7]=[CH:6][C:5]=1[N:8]([CH3:9])[C:26]([C:17]1[C:16]([S:13]([CH2:11][CH3:12])(=[O:14])=[O:15])=[CH:21][C:20]([C:22]([F:23])([F:24])[F:25])=[CH:19][N:18]=1)=[O:28]. (2) Given the reactants [NH2:1][CH2:2][CH:3]([NH:11][C:12](=[O:18])[O:13][C:14]([CH3:17])([CH3:16])[CH3:15])[C:4]1[CH:9]=[CH:8][C:7]([Cl:10])=[CH:6][CH:5]=1.C(N(C(C)C)C(C)C)C.[CH3:28][S:29](Cl)(=[O:31])=[O:30], predict the reaction product. The product is: [Cl:10][C:7]1[CH:6]=[CH:5][C:4]([CH:3]([NH:11][C:12](=[O:18])[O:13][C:14]([CH3:15])([CH3:17])[CH3:16])[CH2:2][NH:1][S:29]([CH3:28])(=[O:31])=[O:30])=[CH:9][CH:8]=1. (3) Given the reactants [C:1]([NH:4][CH:5]([B:18]1[O:26][CH:25]2[C:20]([CH3:30])([CH:21]3[CH2:27][CH:23]([CH2:24]2)[C:22]3([CH3:29])[CH3:28])[O:19]1)[CH2:6][C:7]1[C:8]([O:16][CH3:17])=[C:9]([CH:13]=[CH:14][CH:15]=1)[C:10]([OH:12])=[O:11])(=[O:3])[CH3:2].I[CH2:32][CH3:33], predict the reaction product. The product is: [CH2:32]([O:11][C:10](=[O:12])[C:9]1[CH:13]=[CH:14][CH:15]=[C:7]([CH2:6][CH:5]([NH:4][C:1](=[O:3])[CH3:2])[B:18]2[O:26][CH:25]3[C:20]([CH3:30])([CH:21]4[CH2:27][CH:23]([CH2:24]3)[C:22]4([CH3:29])[CH3:28])[O:19]2)[C:8]=1[O:16][CH3:17])[CH3:33]. (4) Given the reactants [NH2:1][C:2]1[N:7]=[C:6]([N:8]([CH3:16])[C:9]2[CH:14]=[CH:13][CH:12]=[C:11](C)[CH:10]=2)[N:5]=[C:4]([C:17]([NH:19][OH:20])=[NH:18])[N:3]=1.[F:21][C:22]([F:35])([F:34])[CH2:23][O:24][C:25]1[CH:33]=[CH:32][C:28]([C:29](Cl)=O)=[CH:27][N:26]=1, predict the reaction product. The product is: [CH3:16][N:8]([C:9]1[CH:10]=[CH:11][CH:12]=[CH:13][CH:14]=1)[C:6]1[N:7]=[C:2]([NH2:1])[N:3]=[C:4]([C:17]2[N:18]=[C:29]([C:28]3[CH:27]=[N:26][C:25]([O:24][CH2:23][C:22]([F:35])([F:21])[F:34])=[CH:33][CH:32]=3)[O:20][N:19]=2)[N:5]=1. (5) Given the reactants [NH2:1][C:2]([C:4]1[CH:5]=[C:6]([CH2:10][CH2:11][CH:12]2[CH2:17][CH2:16][N:15](C(OC(C)(C)C)=O)[CH2:14][CH2:13]2)[CH:7]=[CH:8][CH:9]=1)=[O:3].[ClH:25].CCOC(C)=O, predict the reaction product. The product is: [ClH:25].[NH:15]1[CH2:16][CH2:17][CH:12]([CH2:11][CH2:10][C:6]2[CH:5]=[C:4]([CH:9]=[CH:8][CH:7]=2)[C:2]([NH2:1])=[O:3])[CH2:13][CH2:14]1.